From a dataset of Full USPTO retrosynthesis dataset with 1.9M reactions from patents (1976-2016). Predict the reactants needed to synthesize the given product. Given the product [OH:1][C@H:2]1[CH2:7][CH2:6][CH2:5][CH2:4][C@@H:3]1[NH:8][C:9]([C:11]1[C:15]2=[N:16][CH:17]=[CH:18][C:19]([CH3:20])=[C:14]2[NH:13][CH:12]=1)=[O:10], predict the reactants needed to synthesize it. The reactants are: [OH:1][C@H:2]1[CH2:7][CH2:6][CH2:5][CH2:4][C@@H:3]1[NH:8][C:9]([C:11]1[C:15]2=[N:16][CH:17]=[CH:18][C:19]([CH3:20])=[C:14]2[N:13](C(OC(C)(C)C)=O)[CH:12]=1)=[O:10].Cl.O1CCOCC1.